From a dataset of Forward reaction prediction with 1.9M reactions from USPTO patents (1976-2016). Predict the product of the given reaction. (1) Given the reactants [Cl:1][C:2]1[CH:7]=[CH:6][C:5]([C:8]2([CH2:14][O:15][CH:16]3[CH2:19][NH:18][CH2:17]3)[CH2:13][CH2:12][CH2:11][CH2:10][CH2:9]2)=[CH:4][CH:3]=1.N1CCCCC1.FC(F)(F)C1C=CC=CC=1C(OC1CN([C:43]([N:45]([CH3:53])[CH2:46][C:47]2[CH:52]=[CH:51]C=CC=2)=[O:44])C1)C1C=CC(Cl)=CC=1, predict the reaction product. The product is: [Cl:1][C:2]1[CH:7]=[CH:6][C:5]([C:8]2([CH2:14][O:15][CH:16]3[CH2:17][N:18]([C:43]([N:45]4[CH2:46][CH2:47][CH2:52][CH2:51][CH2:53]4)=[O:44])[CH2:19]3)[CH2:13][CH2:12][CH2:11][CH2:10][CH2:9]2)=[CH:4][CH:3]=1. (2) The product is: [C:6]([C:7]1[CH:8]=[C:9]2[C:13](=[CH:14][CH:15]=1)[NH:12][N:11]=[CH:10]2)#[CH:5]. Given the reactants C[Si]([C:5]#[C:6][C:7]1[CH:8]=[C:9]2[C:13](=[CH:14][CH:15]=1)[N:12](C(=O)C)[N:11]=[CH:10]2)(C)C.[OH-].[K+], predict the reaction product. (3) Given the reactants [F:1][C:2]1[CH:3]=[C:4]([CH:23]=[CH:24][CH:25]=1)[CH2:5][C:6]1[CH:7]=[C:8]([CH:20]=[CH:21][CH:22]=1)[C:9]([NH:11][CH2:12][CH2:13][C:14]#[C:15][Si:16]([CH3:19])([CH3:18])[CH3:17])=[O:10].[Cl:26][C:27]1[CH:33]=[C:32]([Cl:34])[CH:31]=[C:30](I)[C:28]=1[NH2:29].C(=O)([O-])[O-].[Na+].[Na+], predict the reaction product. The product is: [Cl:34][C:32]1[CH:31]=[C:30]2[C:28](=[C:27]([Cl:26])[CH:33]=1)[NH:29][C:15]([Si:16]([CH3:17])([CH3:18])[CH3:19])=[C:14]2[CH2:13][CH2:12][NH:11][C:9](=[O:10])[C:8]1[CH:20]=[CH:21][CH:22]=[C:6]([CH2:5][C:4]2[CH:23]=[CH:24][CH:25]=[C:2]([F:1])[CH:3]=2)[CH:7]=1. (4) Given the reactants [CH:1]1([O:6][CH2:7][CH2:8][O:9][C:10]2[CH:20]=[CH:19][C:13]([O:14][CH2:15][CH:16]3[CH2:18][O:17]3)=[CH:12][CH:11]=2)[CH2:5][CH2:4][CH2:3][CH2:2]1.Cl.[NH2:22][CH2:23][CH2:24][NH:25][C:26]([NH:28][C:29]1[CH:34]=[CH:33][C:32]([OH:35])=[C:31]([F:36])[CH:30]=1)=[O:27], predict the reaction product. The product is: [CH:1]1([O:6][CH2:7][CH2:8][O:9][C:10]2[CH:20]=[CH:19][C:13]([O:14][CH2:15][CH:16]([OH:17])[CH2:18][NH:22][CH2:23][CH2:24][NH:25][C:26]([NH:28][C:29]3[CH:34]=[CH:33][C:32]([OH:35])=[C:31]([F:36])[CH:30]=3)=[O:27])=[CH:12][CH:11]=2)[CH2:5][CH2:4][CH2:3][CH2:2]1.